Dataset: CYP2C19 inhibition data for predicting drug metabolism from PubChem BioAssay. Task: Regression/Classification. Given a drug SMILES string, predict its absorption, distribution, metabolism, or excretion properties. Task type varies by dataset: regression for continuous measurements (e.g., permeability, clearance, half-life) or binary classification for categorical outcomes (e.g., BBB penetration, CYP inhibition). Dataset: cyp2c19_veith. (1) The compound is Cn1cnc([N+](=O)[O-])c1Sc1ncnc2nc[nH]c12. The result is 0 (non-inhibitor). (2) The compound is O=C(O)c1ccc(CSc2nc3ccccc3o2)cc1. The result is 1 (inhibitor). (3) The drug is O=C(Nc1ccccc1)N1CCSc2cc(Cl)ccc21. The result is 1 (inhibitor). (4) The compound is Cc1ccc(-c2cc(N)n3nc(-c4ccc(C)cc4)cc3n2)cc1. The result is 1 (inhibitor). (5) The molecule is CCN(CC)c1ccc(NC(=O)c2cnn(CC)c2)cc1. The result is 1 (inhibitor). (6) The compound is c1ccc(-c2c3ccccc3nc3[nH]c4ccccc4c23)cc1. The result is 1 (inhibitor). (7) The molecule is O=C(CSc1nc(-c2ccccc2)nc2ccccc12)Nc1nccs1. The result is 0 (non-inhibitor). (8) The compound is O=C(O)C=Cc1ccc(Cn2ccnc2)cc1. The result is 1 (inhibitor). (9) The drug is CN(C)N1C(N)=C(C#N)C(c2cccnc2)C2=C1CC(C)(C)CC2=O. The result is 0 (non-inhibitor).